From a dataset of Forward reaction prediction with 1.9M reactions from USPTO patents (1976-2016). Predict the product of the given reaction. (1) Given the reactants [CH2:1]([O:8][CH2:9][C@H:10]([NH2:20])[CH2:11][O:12][Si:13]([C:16]([CH3:19])([CH3:18])[CH3:17])([CH3:15])[CH3:14])[C:2]1[CH:7]=[CH:6][CH:5]=[CH:4][CH:3]=1.C(N(CC)CC)C.Cl[C:29]1[C:38]2[C:33](=[CH:34][CH:35]=[CH:36][CH:37]=2)[N:32]=[CH:31][C:30]=1[N+:39]([O-:41])=[O:40], predict the reaction product. The product is: [CH2:1]([O:8][CH2:9][C@H:10]([NH:20][C:29]1[C:38]2[C:33](=[CH:34][CH:35]=[CH:36][CH:37]=2)[N:32]=[CH:31][C:30]=1[N+:39]([O-:41])=[O:40])[CH2:11][O:12][Si:13]([C:16]([CH3:17])([CH3:19])[CH3:18])([CH3:14])[CH3:15])[C:2]1[CH:7]=[CH:6][CH:5]=[CH:4][CH:3]=1. (2) Given the reactants [CH3:1][O:2][C:3]1[CH:4]=[C:5]([Br:10])[CH:6]=[C:7]([CH3:9])[CH:8]=1.[Mn]([O-])(=O)(=O)=[O:12].[K+].[OH2:17], predict the reaction product. The product is: [Br:10][C:5]1[CH:6]=[C:7]([CH:8]=[C:3]([O:2][CH3:1])[CH:4]=1)[C:9]([OH:12])=[O:17]. (3) Given the reactants C(N(CC)CC)C.[C:8]1([C:14]2[O:18][C:17](=S)[NH:16][CH:15]=2)[CH:13]=[CH:12][CH:11]=[CH:10][CH:9]=1.P(Cl)(Cl)([Cl:22])=O, predict the reaction product. The product is: [Cl:22][C:17]1[O:18][C:14]([C:8]2[CH:13]=[CH:12][CH:11]=[CH:10][CH:9]=2)=[CH:15][N:16]=1. (4) Given the reactants [CH2:1]([C:8]12[CH:17]([OH:18])[CH2:16][CH2:15][CH2:14][C:13]1=[C:12]([CH3:19])[C:11](=[O:20])[CH2:10][CH2:9]2)[C:2]1[CH:7]=[CH:6][CH:5]=[CH:4][CH:3]=1, predict the reaction product. The product is: [CH2:1]([C:8]12[CH:17]([OH:18])[CH2:16][CH2:15][CH2:14][CH:13]1[CH:12]([CH3:19])[C:11](=[O:20])[CH2:10][CH2:9]2)[C:2]1[CH:3]=[CH:4][CH:5]=[CH:6][CH:7]=1. (5) The product is: [N:29]1([CH2:36][CH2:37][O:38][C:39]2[CH:40]=[CH:41][C:42]([CH2:45][N:3]([CH2:1][CH3:2])[C:4]3[CH:9]=[C:8]([O:10][CH3:11])[CH:7]=[CH:6][C:5]=3[CH:12]3[CH2:21][CH2:20][C:19]4[CH:18]=[C:17]([OH:22])[CH:16]=[CH:15][C:14]=4[CH2:13]3)=[N:43][CH:44]=2)[CH2:30][CH2:31][CH2:32][CH2:33][CH2:34][CH2:35]1. Given the reactants [CH2:1]([NH:3][C:4]1[CH:9]=[C:8]([O:10][CH3:11])[CH:7]=[CH:6][C:5]=1[CH:12]1[CH2:21][CH2:20][C:19]2[CH:18]=[C:17]([O:22]C(=O)C(C)(C)C)[CH:16]=[CH:15][C:14]=2[CH2:13]1)[CH3:2].[N:29]1([CH2:36][CH2:37][O:38][C:39]2[CH:40]=[CH:41][C:42]([C:45]([O-])=O)=[N:43][CH:44]=2)[CH2:35][CH2:34][CH2:33][CH2:32][CH2:31][CH2:30]1.[Na+], predict the reaction product. (6) Given the reactants [CH3:1][O:2][C:3](=[O:22])[C:4]1[CH:13]=[C:12](OS(C(F)(F)F)(=O)=O)[CH:11]=[C:6]([C:7]([O:9]C)=[O:8])[CH:5]=1.[CH3:23][N:24]([CH2:32][C:33]#[CH:34])[C:25]([O:27][C:28]([CH3:31])([CH3:30])[CH3:29])=[O:26].C(N([CH2:40][CH3:41])CC)C.[C:42](#N)C, predict the reaction product. The product is: [CH2:1]([O:2][C:3]([C:4]1[CH:13]=[C:12]([C:34]#[C:33][CH2:32][N:24]([C:25]([O:27][C:28]([CH3:29])([CH3:30])[CH3:31])=[O:26])[CH3:23])[CH:11]=[C:6]([C:7]([O:9][CH2:40][CH3:41])=[O:8])[CH:5]=1)=[O:22])[CH3:42]. (7) Given the reactants [C:1]([C:3]1[CH:23]=[CH:22][C:6]([CH2:7][N:8]2[CH:17]=[CH:16][C:15]3[C:10](=[CH:11][C:12]([C:18](O)=[O:19])=[CH:13][CH:14]=3)[C:9]2=[O:21])=[CH:5][CH:4]=1)#[N:2].[NH2:24][CH2:25][C:26]1[CH:31]=[CH:30][N:29]=[CH:28][CH:27]=1, predict the reaction product. The product is: [N:29]1[CH:30]=[CH:31][C:26]([CH2:25][NH:24][C:18]([C:12]2[CH:11]=[C:10]3[C:15]([CH:16]=[CH:17][N:8]([CH2:7][C:6]4[CH:5]=[CH:4][C:3]([C:1]#[N:2])=[CH:23][CH:22]=4)[C:9]3=[O:21])=[CH:14][CH:13]=2)=[O:19])=[CH:27][CH:28]=1.